Dataset: Reaction yield outcomes from USPTO patents with 853,638 reactions. Task: Predict the reaction yield, written as a fraction of the theoretical maximum amount of product (1.0 means a 100% yield; for example, 0.34 means a 34% yield). (1) The reactants are O=C1CCC(=O)N1[C:8](N1C(=O)CCC1=O)([CH2:12][O:13][CH2:14][CH2:15][O:16][CH2:17][CH2:18][O:19][CH2:20][CH2:21][O:22][CH2:23][CH2:24][O:25][CH2:26][CH2:27][O:28][CH2:29][CH2:30][O:31][CH2:32][CH2:33][O:34][CH2:35][CH2:36][O:37][CH2:38][CH2:39][C:40]([O-:42])=O)[C:9]([O-:11])=O.[F:50][C:51]([F:56])([F:55])[C:52]([OH:54])=[O:53].[NH2:57][CH2:58][CH2:59][C:60]1([C:65]([NH:67][C@@H:68]([CH2:72][C:73]2[CH:78]=[CH:77][C:76]([NH:79][C:80](=[O:89])[C:81]3[C:86]([Cl:87])=[CH:85][CH:84]=[CH:83][C:82]=3[Cl:88])=[CH:75][CH:74]=2)[C:69]([OH:71])=[O:70])=[O:66])[CH2:64][CH2:63][CH2:62][CH2:61]1.[Br-].[NH2:91][CH2:92][CH2:93][CH2:94][N+:95]([CH3:134])([CH3:133])[CH2:96][CH:97]([O:116][CH2:117][CH2:118][CH2:119][CH2:120][CH2:121][CH2:122][CH2:123][CH2:124][CH2:125][CH2:126][CH2:127][CH2:128][CH2:129][CH2:130][CH2:131][CH3:132])[CH2:98][O:99][CH2:100][CH2:101][CH2:102][CH2:103][CH2:104][CH2:105][CH2:106][CH2:107][CH2:108][CH2:109][CH2:110][CH2:111][CH2:112][CH2:113][CH2:114][CH3:115].CCN(C(C)C)C(C)C. No catalyst specified. The product is [F:50][C:51]([F:56])([F:55])[C:52]([O-:54])=[O:53].[CH2:117]([O:116][CH:97]([CH2:98][O:99][CH2:100][CH2:101][CH2:102][CH2:103][CH2:104][CH2:105][CH2:106][CH2:107][CH2:108][CH2:109][CH2:110][CH2:111][CH2:112][CH2:113][CH2:114][CH3:115])[CH2:96][N+:95]([CH2:94][CH2:93][CH2:92][NH:91][C:40](=[O:42])[CH2:39][CH2:38][O:37][CH2:36][CH2:35][O:34][CH2:33][CH2:32][O:31][CH2:30][CH2:29][O:28][CH2:27][CH2:26][O:25][CH2:24][CH2:23][O:22][CH2:21][CH2:20][O:19][CH2:18][CH2:17][O:16][CH2:15][CH2:14][O:13][CH2:12][CH2:8][C:9]([NH:57][CH2:58][CH2:59][C:60]1([C:65]([NH:67][C@H:68]([C:69]([OH:71])=[O:70])[CH2:72][C:73]2[CH:74]=[CH:75][C:76]([NH:79][C:80](=[O:89])[C:81]3[C:86]([Cl:87])=[CH:85][CH:84]=[CH:83][C:82]=3[Cl:88])=[CH:77][CH:78]=2)=[O:66])[CH2:64][CH2:63][CH2:62][CH2:61]1)=[O:11])([CH3:133])[CH3:134])[CH2:118][CH2:119][CH2:120][CH2:121][CH2:122][CH2:123][CH2:124][CH2:125][CH2:126][CH2:127][CH2:128][CH2:129][CH2:130][CH2:131][CH3:132]. The yield is 0.440. (2) The reactants are C1(P(C2C=CC=CC=2)C2C=CC=CC=2)C=CC=CC=1.C1([O-])C=CC=CC=1.[K+].[CH3:43][C:38]1([CH3:44])[C:39]([CH3:42])([CH3:41])[O:40][B:36]([B:36]2[O:40][C:39]([CH3:42])([CH3:41])[C:38]([CH3:44])([CH3:43])[O:37]2)[O:37]1.FC(F)(F)S(O[C:52]1[C:57]([CH3:59])([CH3:58])[CH2:56][CH2:55][CH2:54][CH:53]=1)(=O)=O.C1(C)C=CC=CC=1. The catalyst is Cl[Pd](Cl)([P](C1C=CC=CC=1)(C1C=CC=CC=1)C1C=CC=CC=1)[P](C1C=CC=CC=1)(C1C=CC=CC=1)C1C=CC=CC=1. The product is [CH3:58][C:57]1([CH3:59])[C:56]([B:36]2[O:37][C:38]([CH3:43])([CH3:44])[C:39]([CH3:41])([CH3:42])[O:40]2)=[CH:55][CH2:54][CH2:53][CH2:52]1. The yield is 0.800. (3) The reactants are I[C:2]1[C:10]2[C:5](=[N:6][CH:7]=[CH:8][CH:9]=2)[N:4]([Si:11]([CH:18]([CH3:20])[CH3:19])([CH:15]([CH3:17])[CH3:16])[CH:12]([CH3:14])[CH3:13])[CH:3]=1.C([Mg]Cl)(C)C.[CH2:26]([O:33][C:34]1[C:41]([O:42][CH3:43])=[CH:40][C:37]([CH:38]=[O:39])=[C:36]([F:44])[CH:35]=1)[C:27]1[CH:32]=[CH:31][CH:30]=[CH:29][CH:28]=1.O. The catalyst is O1CCCC1. The product is [CH2:26]([O:33][C:34]1[C:41]([O:42][CH3:43])=[CH:40][C:37]([CH:38]([C:2]2[C:10]3[C:5](=[N:6][CH:7]=[CH:8][CH:9]=3)[N:4]([Si:11]([CH:18]([CH3:20])[CH3:19])([CH:15]([CH3:17])[CH3:16])[CH:12]([CH3:14])[CH3:13])[CH:3]=2)[OH:39])=[C:36]([F:44])[CH:35]=1)[C:27]1[CH:28]=[CH:29][CH:30]=[CH:31][CH:32]=1. The yield is 0.630. (4) The reactants are [CH3:1][C@:2]1([N:10]2[C:19](=[O:20])[C:18]3[C:13](=[CH:14][CH:15]=[CH:16][C:17]=3[N+:21]([O-])=O)[N:12]=[C:11]2[CH3:24])[CH2:7][CH2:6][C:5](=[O:8])[NH:4][C:3]1=[O:9]. The catalyst is C(OCC)(=O)C.CO.[Pd].[O-2].[O-2].[Mn+4]. The product is [NH2:21][C:17]1[CH:16]=[CH:15][CH:14]=[C:13]2[C:18]=1[C:19](=[O:20])[N:10]([C@@:2]1([CH3:1])[CH2:7][CH2:6][C:5](=[O:8])[NH:4][C:3]1=[O:9])[C:11]([CH3:24])=[N:12]2. The yield is 0.370.